Dataset: Experimental lipophilicity measurements (octanol/water distribution) for 4,200 compounds from AstraZeneca. Task: Regression/Classification. Given a drug SMILES string, predict its absorption, distribution, metabolism, or excretion properties. Task type varies by dataset: regression for continuous measurements (e.g., permeability, clearance, half-life) or binary classification for categorical outcomes (e.g., BBB penetration, CYP inhibition). For this dataset (lipophilicity_astrazeneca), we predict Y. (1) The drug is CN[C@@H](C)C(=O)N[C@H](C(=O)N[C@H]1CCN(CCc2ccccc2)C1)C1CCCCC1. The Y is 1.65 logD. (2) The molecule is CC(C)(C)OC(=O)N1CCC(OCc2nc(-c3ccncc3)no2)CC1. The Y is 3.00 logD. (3) The compound is COc1ccc(N(C(=O)c2ccoc2Cl)C(C(=O)NC[C@@H](C)O)c2ccccc2F)c(OC)c1. The Y is 2.36 logD. (4) The molecule is O=C(CCCN1CCC(O)(c2ccc(Cl)cc2)CC1)c1ccc(F)cc1. The Y is 2.67 logD.